Dataset: Catalyst prediction with 721,799 reactions and 888 catalyst types from USPTO. Task: Predict which catalyst facilitates the given reaction. (1) Reactant: Br[C:2]1[CH:3]=[C:4]([CH:8]2[CH2:17][C:16]([CH3:19])([CH3:18])[C:15]3[C:10](=[C:11]([CH3:22])[CH:12]=[C:13]([C:20]#[N:21])[CH:14]=3)[NH:9]2)[CH:5]=[CH:6][CH:7]=1.[NH2:23][C:24]([CH3:29])([CH3:28])[C:25]([OH:27])=[O:26].C(=O)([O-])[O-].[K+].[K+]. Product: [C:20]([C:13]1[CH:14]=[C:15]2[C:10](=[C:11]([CH3:22])[CH:12]=1)[NH:9][CH:8]([C:4]1[CH:3]=[C:2]([NH:23][C:24]([CH3:29])([CH3:28])[C:25]([OH:27])=[O:26])[CH:7]=[CH:6][CH:5]=1)[CH2:17][C:16]2([CH3:19])[CH3:18])#[N:21]. The catalyst class is: 156. (2) The catalyst class is: 58. Product: [CH:14]1([C@@:12]2([CH3:13])[CH2:11][O:10][C:9](=[O:17])[N:8]2[C:6]2[CH:5]=[CH:4][N:3]=[C:2]([NH:27][C@H:25]([C:22]3[CH:23]=[CH:24][C:19]([F:18])=[CH:20][CH:21]=3)[CH3:26])[N:7]=2)[CH2:16][CH2:15]1.[CH:14]1([C@:12]2([CH3:13])[CH2:11][O:10][C:9](=[O:17])[N:8]2[C:6]2[CH:5]=[CH:4][N:3]=[C:2]([NH:27][C@H:25]([C:22]3[CH:23]=[CH:24][C:19]([F:18])=[CH:20][CH:21]=3)[CH3:26])[N:7]=2)[CH2:16][CH2:15]1. Reactant: Cl[C:2]1[N:7]=[C:6]([N:8]2[C:12]([CH:14]3[CH2:16][CH2:15]3)([CH3:13])[CH2:11][O:10][C:9]2=[O:17])[CH:5]=[CH:4][N:3]=1.[F:18][C:19]1[CH:24]=[CH:23][C:22]([C@@H:25]([NH2:27])[CH3:26])=[CH:21][CH:20]=1.CCOC(C)=O.